From a dataset of Full USPTO retrosynthesis dataset with 1.9M reactions from patents (1976-2016). Predict the reactants needed to synthesize the given product. Given the product [CH3:15][O:14][C:10]1[CH:9]=[C:8]([CH:13]=[CH:12][CH:11]=1)[NH2:7], predict the reactants needed to synthesize it. The reactants are: C(OC(=O)[NH:7][C:8]1[CH:13]=[CH:12][CH:11]=[C:10]([O:14][C:15]2C(C(=O)NC3C=CC=CC=3)=CN=C(S(C)(=O)=O)N=2)[CH:9]=1)(C)(C)C.C(O)(C(F)(F)F)=O.